This data is from Forward reaction prediction with 1.9M reactions from USPTO patents (1976-2016). The task is: Predict the product of the given reaction. (1) Given the reactants [Br:1][C:2]1[C:7]([CH3:8])=[CH:6][C:5]([OH:9])=[C:4]([F:10])[CH:3]=1.[N+:11]([O-])([OH:13])=[O:12], predict the reaction product. The product is: [Br:1][C:2]1[CH:3]=[C:4]([F:10])[C:5]([OH:9])=[C:6]([N+:11]([O-:13])=[O:12])[C:7]=1[CH3:8]. (2) The product is: [F:8][C:9]1[C:14]([F:15])=[CH:13][CH:12]=[CH:11][C:10]=1[C@H:16]1[CH2:22][N:21]2[C:23]([CH2:26][C:27]([F:30])([F:28])[F:29])=[CH:24][N:25]=[C:20]2[C@H:19]([NH2:31])[CH2:18][CH2:17]1. Given the reactants FC(F)(F)C(O)=O.[F:8][C:9]1[C:14]([F:15])=[CH:13][CH:12]=[CH:11][C:10]=1[C@H:16]1[CH2:22][N:21]2[C:23]([CH2:26][C:27]([F:30])([F:29])[F:28])=[CH:24][N:25]=[C:20]2[C@H:19]([NH:31]C(=O)OC(C)(C)C)[CH2:18][CH2:17]1, predict the reaction product. (3) Given the reactants Br[C:2]1[CH:7]=[C:6]([F:8])[CH:5]=[CH:4][C:3]=1[C:9]1[O:13][N:12]=[C:11]([C:14]2[CH:19]=[CH:18][C:17]([O:20][CH:21]([CH3:23])[CH3:22])=[C:16]([Cl:24])[CH:15]=2)[N:10]=1.[Cu][C:26]#[N:27], predict the reaction product. The product is: [Cl:24][C:16]1[CH:15]=[C:14]([C:11]2[N:10]=[C:9]([C:3]3[CH:4]=[CH:5][C:6]([F:8])=[CH:7][C:2]=3[C:26]#[N:27])[O:13][N:12]=2)[CH:19]=[CH:18][C:17]=1[O:20][CH:21]([CH3:23])[CH3:22]. (4) Given the reactants [Cl:1][C:2]1[CH:7]=[CH:6][N:5]=[C:4]2[NH:8][CH:9]=[CH:10][C:3]=12.[H-].[Na+].[Cl:13][CH2:14][CH2:15][CH:16](OS(C)(=O)=O)[C:17]1[CH:22]=[CH:21][CH:20]=[CH:19][CH:18]=1, predict the reaction product. The product is: [Cl:1][C:2]1[CH:7]=[CH:6][N:5]=[C:4]2[N:8]([CH:16]([C:17]3[CH:22]=[CH:21][CH:20]=[CH:19][CH:18]=3)[CH2:15][CH2:14][Cl:13])[CH:9]=[CH:10][C:3]=12.[Cl:1][C:2]1[C:3]2=[C:4]3[N+:5]([CH2:14][CH2:15][CH:16]([C:17]4[CH:22]=[CH:21][CH:20]=[CH:19][CH:18]=4)[N:8]3[CH:9]=[CH:10]2)=[CH:6][CH:7]=1. (5) Given the reactants C([Sn](CCCC)(CCCC)C(OCC)=C)CCC.[CH2:19]([O:21][C:22]1[C:23]([C:37](=[O:39])[CH3:38])=[CH:24][C:25]2[C:26](C(C)C)=[CH:27][CH2:28][C:29]([CH3:33])([CH3:32])[C:30]=2[CH:31]=1)[CH3:20], predict the reaction product. The product is: [CH2:19]([O:21][C:22]1[C:23]([C:37](=[O:39])[CH3:38])=[CH:24][C:25]2[CH:26]=[CH:27][CH2:28][C:29]([CH3:32])([CH3:33])[C:30]=2[CH:31]=1)[CH3:20]. (6) Given the reactants C(OC([C@@H](CC1C=CC=CC=1)CC(O)=O)=O)(C)(C)C.Cl.N[C@@H](CC1C=CC(C(F)(F)F)=CC=1)CC(O)=O.BrC1C=C2C(=CC=1)NN=C2.N(CC[C@@H](NC(=O)OC(C)(C)C)CC1C=CC=CC=1)=[N+]=[N-].[NH:69]1[C:77]2[C:72](=[CH:73][C:74]([C:78]3[N:79]=[N:80][N:81]([CH2:83][CH2:84][C@@H:85]([NH2:97])[CH2:86][C:87]4[CH:92]=[CH:91][C:90](C(F)(F)F)=[CH:89][CH:88]=4)[CH:82]=3)=[CH:75][CH:76]=2)[CH:71]=[N:70]1, predict the reaction product. The product is: [NH:69]1[C:77]2[C:72](=[CH:73][C:74]([C:78]3[N:79]=[N:80][N:81]([CH2:83][CH2:84][C@@H:85]([NH2:97])[CH2:86][C:87]4[CH:88]=[CH:89][CH:90]=[CH:91][CH:92]=4)[CH:82]=3)=[CH:75][CH:76]=2)[CH:71]=[N:70]1. (7) Given the reactants Cl[C:2]1[CH:11]=[C:10]([C:12]([NH:14][C:15]2[C:16]([CH3:26])=[C:17]([CH:22]=[CH:23][C:24]=2[CH3:25])[C:18]([O:20][CH3:21])=[O:19])=[O:13])[C:9]2[C:4](=[CH:5][CH:6]=[CH:7][CH:8]=2)[N:3]=1.[C:27]([Si:31]([CH3:40])([CH3:39])[O:32][CH:33]1[CH2:38][CH2:37][NH:36][CH2:35][CH2:34]1)([CH3:30])([CH3:29])[CH3:28].C([O-])([O-])=O.[Cs+].[Cs+], predict the reaction product. The product is: [Si:31]([O:32][CH:33]1[CH2:34][CH2:35][N:36]([C:2]2[CH:11]=[C:10]([C:12]([NH:14][C:15]3[C:16]([CH3:26])=[C:17]([CH:22]=[CH:23][C:24]=3[CH3:25])[C:18]([O:20][CH3:21])=[O:19])=[O:13])[C:9]3[C:4](=[CH:5][CH:6]=[CH:7][CH:8]=3)[N:3]=2)[CH2:37][CH2:38]1)([C:27]([CH3:30])([CH3:29])[CH3:28])([CH3:40])[CH3:39]. (8) Given the reactants [CH2:1]([Mg:5]CC)[CH2:2][CH2:3][CH3:4].[CH3:8][Si:9]([CH3:16])([CH3:15])[NH:10][Si:11]([CH3:14])([CH3:13])[CH3:12], predict the reaction product. The product is: [CH3:8][Si:9]([N-:10][Si:11]([CH3:14])([CH3:13])[CH3:12])([CH3:16])[CH3:15].[CH2:1]([Mg+:5])[CH2:2][CH2:3][CH3:4]. (9) Given the reactants [CH3:1][O:2][C:3]1[N:8]=[CH:7][C:6]([N:9]2[C:13]([C:14]3[CH:15]=[N:16][C:17]([CH3:20])=[CH:18][CH:19]=3)=[CH:12][C:11]([C:21]([OH:23])=O)=[N:10]2)=[CH:5][CH:4]=1.[CH2:24]([NH:26][CH3:27])[CH3:25], predict the reaction product. The product is: [CH2:24]([N:26]([CH3:27])[C:21]([C:11]1[CH:12]=[C:13]([C:14]2[CH:15]=[N:16][C:17]([CH3:20])=[CH:18][CH:19]=2)[N:9]([C:6]2[CH:7]=[N:8][C:3]([O:2][CH3:1])=[CH:4][CH:5]=2)[N:10]=1)=[O:23])[CH3:25]. (10) Given the reactants [CH2:1]([N:8]1[CH2:13][CH2:12][N:11]([C:14]2[C:15]3[S:21][CH:20]=[CH:19][C:16]=3[NH:17][N:18]=2)[CH2:10][CH2:9]1)[C:2]1[CH:7]=[CH:6][CH:5]=[CH:4][CH:3]=1.[CH3:22]C(C)([O-])C.[K+].CI.C([O-])(O)=O.[Na+], predict the reaction product. The product is: [CH2:1]([N:8]1[CH2:13][CH2:12][N:11]([C:14]2[C:15]3[S:21][CH:20]=[CH:19][C:16]=3[N:17]([CH3:22])[N:18]=2)[CH2:10][CH2:9]1)[C:2]1[CH:3]=[CH:4][CH:5]=[CH:6][CH:7]=1.